The task is: Predict the reaction yield, written as a fraction of the theoretical maximum amount of product (1.0 means a 100% yield; for example, 0.34 means a 34% yield).. This data is from Buchwald-Hartwig C-N cross coupling reaction yields with 55,370 reactions. The reactants are CCc1ccc(Br)cc1.Cc1ccc(N)cc1.O=S(=O)(O[Pd]1c2ccccc2-c2ccccc2N~1)C(F)(F)F.COc1ccc(OC)c(P([C@]23C[C@H]4C[C@H](C[C@H](C4)C2)C3)[C@]23C[C@H]4C[C@H](C[C@H](C4)C2)C3)c1-c1c(C(C)C)cc(C(C)C)cc1C(C)C.CCN=P(N=P(N(C)C)(N(C)C)N(C)C)(N(C)C)N(C)C.c1ccc(-c2ccno2)cc1. No catalyst specified. The product is CCc1ccc(Nc2ccc(C)cc2)cc1. The yield is 0.199.